Dataset: Full USPTO retrosynthesis dataset with 1.9M reactions from patents (1976-2016). Task: Predict the reactants needed to synthesize the given product. (1) Given the product [C:3]([O:7][C:8]([N:10]1[CH2:15][CH2:14][C@@:13]([C:16]2[CH:17]=[CH:18][C:19]([CH2:22][O:23][CH2:24][CH2:25][O:26][CH3:27])=[CH:20][CH:21]=2)([O:28][CH2:57][C@H:58]2[CH2:59][O:60]2)[C@@H:12]([O:29][CH2:30][C:31]2[CH:32]=[CH:33][C:34]3[O:39][CH2:38][CH2:37][N:36]([CH2:40][CH2:41][CH2:42][O:43][CH3:44])[C:35]=3[CH:45]=2)[CH2:11]1)=[O:9])([CH3:5])([CH3:6])[CH3:4], predict the reactants needed to synthesize it. The reactants are: [H-].[Na+].[C:3]([O:7][C:8]([N:10]1[CH2:15][CH2:14][C@:13]([OH:28])([C:16]2[CH:21]=[CH:20][C:19]([CH2:22][O:23][CH2:24][CH2:25][O:26][CH3:27])=[CH:18][CH:17]=2)[C@@H:12]([O:29][CH2:30][C:31]2[CH:32]=[CH:33][C:34]3[O:39][CH2:38][CH2:37][N:36]([CH2:40][CH2:41][CH2:42][O:43][CH3:44])[C:35]=3[CH:45]=2)[CH2:11]1)=[O:9])([CH3:6])([CH3:5])[CH3:4].CC1C=CC(S(O[CH2:57][C@@H:58]2[O:60][CH2:59]2)(=O)=O)=CC=1. (2) Given the product [C:1]([O:5][C:6]([N:8]1[C:16]2[C:11](=[CH:12][C:13]([C:17]3([CH3:18])[O:22][CH2:21][CH2:20][O:19]3)=[CH:14][CH:15]=2)[CH:10]=[CH:9]1)=[O:7])([CH3:4])([CH3:2])[CH3:3], predict the reactants needed to synthesize it. The reactants are: [C:1]([O:5][C:6]([N:8]1[C:16]2[C:11](=[CH:12][C:13]([C:17](=[O:19])[CH3:18])=[CH:14][CH:15]=2)[CH:10]=[CH:9]1)=[O:7])([CH3:4])([CH3:3])[CH3:2].[CH2:20](O)[CH2:21][OH:22].C1(C)C=CC(S([O-])(=O)=O)=CC=1.[NH+]1C=CC=CC=1.C([O-])(O)=O.[Na+]. (3) Given the product [F:25][CH2:24][C:20]1[CH:21]=[CH:22][CH:23]=[C:18]([C:4]#[C:3][CH2:2][CH2:1][N:5]2[N:9]=[C:8]([C:10]3[CH:11]=[CH:12][C:13]([F:16])=[CH:14][CH:15]=3)[CH:7]=[N:6]2)[N:19]=1, predict the reactants needed to synthesize it. The reactants are: [CH2:1]([N:5]1[N:9]=[C:8]([C:10]2[CH:15]=[CH:14][C:13]([F:16])=[CH:12][CH:11]=2)[CH:7]=[N:6]1)[CH2:2][C:3]#[CH:4].Br[C:18]1[CH:23]=[CH:22][CH:21]=[C:20]([CH2:24][F:25])[N:19]=1. (4) Given the product [CH3:1][O:2][C:3](=[O:52])[NH:4][C@H:5]([C:19](=[O:51])[NH:20][CH2:21][CH2:22][CH2:23][CH2:24][C@H:25]([N:36]([S:41]([C:44]1[CH:45]=[CH:46][C:47]([NH2:50])=[CH:48][CH:49]=1)(=[O:42])=[O:43])[CH2:37][CH:38]([CH3:40])[CH3:39])[CH2:26][O:27][P:28]([OH:33])([OH:30])=[O:29])[CH:6]([C:13]1[CH:18]=[CH:17][CH:16]=[CH:15][CH:14]=1)[C:7]1[CH:8]=[CH:9][CH:10]=[CH:11][CH:12]=1, predict the reactants needed to synthesize it. The reactants are: [CH3:1][O:2][C:3](=[O:52])[NH:4][C@H:5]([C:19](=[O:51])[NH:20][CH2:21][CH2:22][CH2:23][CH2:24][C@H:25]([N:36]([S:41]([C:44]1[CH:49]=[CH:48][C:47]([NH2:50])=[CH:46][CH:45]=1)(=[O:43])=[O:42])[CH2:37][CH:38]([CH3:40])[CH3:39])[CH2:26][O:27][P:28]([O:33]CC)([O:30]CC)=[O:29])[CH:6]([C:13]1[CH:18]=[CH:17][CH:16]=[CH:15][CH:14]=1)[C:7]1[CH:12]=[CH:11][CH:10]=[CH:9][CH:8]=1.C[Si](Br)(C)C. (5) The reactants are: Cl[C:2]1[CH:3]=[C:4]([CH:6]=[CH:7][C:8]=1OCC1C=NC=CN=1)[NH2:5].F[C:18]1[CH:23]=[CH:22][C:21]([N+:24]([O-:26])=[O:25])=[CH:20][CH:19]=1.[S:27]1[CH:31]=[CH:30][N:29]=[C:28]1[SH:32]. Given the product [N+:24]([C:21]1[CH:22]=[CH:23][C:18]([S:32][C:28]2[S:27][CH:31]=[CH:30][N:29]=2)=[CH:19][CH:20]=1)([O-:26])=[O:25].[S:27]1[CH:31]=[CH:30][N:29]=[C:28]1[S:32][C:8]1[CH:2]=[CH:3][C:4]([NH2:5])=[CH:6][CH:7]=1, predict the reactants needed to synthesize it. (6) Given the product [C:1]([C:3]1[CH:17]=[C:16]([CH:15]=[C:5]([O:6][CH2:7][CH2:8][N:9]2[CH2:10][CH2:11][O:12][CH2:13][CH2:14]2)[CH:4]=1)[NH2:18])#[CH:2], predict the reactants needed to synthesize it. The reactants are: [C:1]([C:3]1[CH:4]=[C:5]([CH:15]=[C:16]([N+:18]([O-])=O)[CH:17]=1)[O:6][CH2:7][CH2:8][N:9]1[CH2:14][CH2:13][O:12][CH2:11][CH2:10]1)#[CH:2].[NH4+].[Cl-].O.